From a dataset of Reaction yield outcomes from USPTO patents with 853,638 reactions. Predict the reaction yield, written as a fraction of the theoretical maximum amount of product (1.0 means a 100% yield; for example, 0.34 means a 34% yield). The reactants are [CH3:1][O:2][CH:3]=[CH:4][C:5]1[C:14]2[O:13][CH2:12][C:11](=[O:15])[NH:10][C:9]=2[CH:8]=[CH:7][CH:6]=1.I[CH3:17].[H-].[Na+]. The catalyst is CN(C=O)C.C(OCC)(=O)C. The product is [CH3:17][N:10]1[C:9]2[CH:8]=[CH:7][CH:6]=[C:5]([CH:4]=[CH:3][O:2][CH3:1])[C:14]=2[O:13][CH2:12][C:11]1=[O:15]. The yield is 0.810.